From a dataset of Catalyst prediction with 721,799 reactions and 888 catalyst types from USPTO. Predict which catalyst facilitates the given reaction. Reactant: [C:1]([C:3]1[CH:8]=[CH:7][C:6]([CH:9]2[CH2:14][CH2:13][N:12]([C:15]([C:17]3[CH:18]=[CH:19][C:20]([CH3:32])=[C:21]([NH:23][S:24]([CH2:27][C:28](OC)=[O:29])(=[O:26])=[O:25])[CH:22]=3)=[O:16])[CH2:11][CH2:10]2)=[CH:5][CH:4]=1)#[N:2].[BH4-].[Li+].CCOC(C)=O.O. Product: [C:1]([C:3]1[CH:8]=[CH:7][C:6]([CH:9]2[CH2:10][CH2:11][N:12]([C:15]([C:17]3[CH:18]=[CH:19][C:20]([CH3:32])=[C:21]([NH:23][S:24]([CH2:27][CH2:28][OH:29])(=[O:26])=[O:25])[CH:22]=3)=[O:16])[CH2:13][CH2:14]2)=[CH:5][CH:4]=1)#[N:2]. The catalyst class is: 1.